From a dataset of Human liver microsome stability data. Regression/Classification. Given a drug SMILES string, predict its absorption, distribution, metabolism, or excretion properties. Task type varies by dataset: regression for continuous measurements (e.g., permeability, clearance, half-life) or binary classification for categorical outcomes (e.g., BBB penetration, CYP inhibition). Dataset: hlm. (1) The molecule is COc1cc(NC(=O)C2COc3ccc(Cl)cc3C2)ccc1-c1cn[nH]c1. The result is 0 (unstable in human liver microsomes). (2) The molecule is CC(C)[C@H](NC(=O)c1ccc(-c2ccc(CSc3nc(O)c4c(n3)CCC4)c(F)c2)o1)C(=O)N[C@@H]1CCCC[C@H]1O. The result is 1 (stable in human liver microsomes). (3) The compound is COCc1ncn(-c2ncc(OC)c3c(C(=O)C(=O)N4CCN(C(=O)c5ccccc5)[C@H](C)C4)c[nH]c23)n1. The result is 0 (unstable in human liver microsomes).